From a dataset of Catalyst prediction with 721,799 reactions and 888 catalyst types from USPTO. Predict which catalyst facilitates the given reaction. (1) Reactant: [CH2:1]([N:8]1[CH2:13][CH2:12][CH:11]([NH2:14])[CH2:10][CH2:9]1)[C:2]1[CH:7]=[CH:6][CH:5]=[CH:4][CH:3]=1.N1C=CC=CC=1.[C:21](Cl)(=[O:23])[CH3:22]. Product: [CH2:1]([N:8]1[CH2:13][CH2:12][CH:11]([NH:14][C:21](=[O:23])[CH3:22])[CH2:10][CH2:9]1)[C:2]1[CH:3]=[CH:4][CH:5]=[CH:6][CH:7]=1. The catalyst class is: 4. (2) Reactant: C[O:2][C:3]([CH:5]1[CH2:9][N:8]([S:10]([C:13]2[CH:18]=[CH:17][CH:16]=[C:15]([O:19][CH3:20])[CH:14]=2)(=[O:12])=[O:11])[C:7](=[O:21])[N:6]1[C:22]1[CH:27]=[CH:26][CH:25]=[CH:24][CH:23]=1)=[O:4].[OH-].[Na+].Cl. Product: [CH3:20][O:19][C:15]1[CH:14]=[C:13]([S:10]([N:8]2[CH2:9][CH:5]([C:3]([OH:4])=[O:2])[N:6]([C:22]3[CH:27]=[CH:26][CH:25]=[CH:24][CH:23]=3)[C:7]2=[O:21])(=[O:11])=[O:12])[CH:18]=[CH:17][CH:16]=1. The catalyst class is: 83. (3) Reactant: [CH2:1]([NH:5][C:6](=[O:11])[O:7][CH2:8][C:9]#[CH:10])[CH2:2][CH2:3][CH3:4].[OH-].[Na+].[I-:14].[Na+].ClCl. Product: [CH2:1]([NH:5][C:6](=[O:11])[O:7][CH2:8][C:9]#[C:10][I:14])[CH2:2][CH2:3][CH3:4]. The catalyst class is: 72. (4) Reactant: [N:1]1([CH2:6][CH2:7][CH2:8][CH2:9][C:10]([O:12]C)=[O:11])[CH:5]=[CH:4][N:3]=[CH:2]1.[OH-].[Li+].Cl. Product: [N:1]1([CH2:6][CH2:7][CH2:8][CH2:9][C:10]([OH:12])=[O:11])[CH:5]=[CH:4][N:3]=[CH:2]1. The catalyst class is: 30. (5) Reactant: S(=O)(=O)(O)[OH:2].[F:6][C:7]1[CH:12]=[CH:11][C:10]([CH3:13])=[CH:9][C:8]=1[NH:14][C:15](=[O:19])[CH:16]=NO. Product: [CH3:13][C:10]1[CH:11]=[CH:12][C:7]([F:6])=[C:8]2[C:9]=1[C:16](=[O:2])[C:15](=[O:19])[NH:14]2. The catalyst class is: 6. (6) Reactant: [Br:1][C:2]1[CH:3]=[C:4]([CH:8]=[CH:9][C:10]=1[CH3:11])[C:5]([OH:7])=O.S(Cl)(Cl)=O.[NH2:16][C:17]1[CH:22]=[CH:21][CH:20]=[CH:19][C:18]=1[OH:23].C(N(C(C)C)CC)(C)C. Product: [Br:1][C:2]1[CH:3]=[C:4]([CH:8]=[CH:9][C:10]=1[CH3:11])[C:5]([NH:16][C:17]1[CH:22]=[CH:21][CH:20]=[CH:19][C:18]=1[OH:23])=[O:7]. The catalyst class is: 1. (7) Reactant: [CH:1](=O)[C:2]1[CH:7]=[CH:6][CH:5]=[CH:4][CH:3]=1.N1CCCC1C(O)=O.[C:17]([CH2:19][C:20]([O:22][CH2:23][CH3:24])=[O:21])#[N:18].C1(N)C(N)=CC=CC=1. Product: [C:17]([CH:19]([CH2:1][C:2]1[CH:7]=[CH:6][CH:5]=[CH:4][CH:3]=1)[C:20]([O:22][CH2:23][CH3:24])=[O:21])#[N:18]. The catalyst class is: 8. (8) Reactant: [CH3:1][C:2]1[N:3]=[CH:4][S:5][CH:6]=1.CCCCCC.C([Li])CCC.[CH2:18]([N:25]1[CH2:30][CH2:29][C:28]([NH:33][C:34]2[CH:39]=[CH:38][CH:37]=[CH:36][CH:35]=2)(C#N)[CH2:27][CH2:26]1)[C:19]1[CH:24]=[CH:23][CH:22]=[CH:21][CH:20]=1.C(OCC)(=O)C. Product: [CH2:18]([N:25]1[CH2:26][CH2:27][C:28]([NH:33][C:34]2[CH:39]=[CH:38][CH:37]=[CH:36][CH:35]=2)([C:4]2[S:5][CH:6]=[C:2]([CH3:1])[N:3]=2)[CH2:29][CH2:30]1)[C:19]1[CH:20]=[CH:21][CH:22]=[CH:23][CH:24]=1. The catalyst class is: 20.